Dataset: Forward reaction prediction with 1.9M reactions from USPTO patents (1976-2016). Task: Predict the product of the given reaction. (1) Given the reactants [CH2:1]([O:3][CH2:4][CH2:5][O:6][C:7]1[N:15]=[C:14]2[C:10]([N:11]=[C:12]([O:23]C)[N:13]2[CH2:16][CH:17]2[CH2:22][CH2:21][O:20][CH2:19][CH2:18]2)=[C:9]([NH2:25])[N:8]=1)[CH3:2].Cl.[OH-].[Na+], predict the reaction product. The product is: [NH2:25][C:9]1[N:8]=[C:7]([O:6][CH2:5][CH2:4][O:3][CH2:1][CH3:2])[N:15]=[C:14]2[C:10]=1[NH:11][C:12](=[O:23])[N:13]2[CH2:16][CH:17]1[CH2:18][CH2:19][O:20][CH2:21][CH2:22]1. (2) Given the reactants [CH2:1]([C@@H:8]1[C@@H:16]([O:17][CH2:18][CH2:19][CH2:20][OH:21])[C@H:15]([CH3:22])[O:14][C:13](=[O:23])[C@@H:12]([NH:24][C:25](=[O:31])[O:26][C:27]([CH3:30])([CH3:29])[CH3:28])[CH2:11][O:10][CH2:9]1)[C:2]1[CH:7]=[CH:6][CH:5]=[CH:4][CH:3]=1.[CH3:32]N(C1C2C(N(C)C)=CC=CC=2C=CC=1)C.F[B-](F)(F)F.C[O+](C)C, predict the reaction product. The product is: [CH2:1]([C@@H:8]1[C@@H:16]([O:17][CH2:18][CH2:19][CH2:20][O:21][CH3:32])[C@H:15]([CH3:22])[O:14][C:13](=[O:23])[C@@H:12]([NH:24][C:25](=[O:31])[O:26][C:27]([CH3:30])([CH3:29])[CH3:28])[CH2:11][O:10][CH2:9]1)[C:2]1[CH:3]=[CH:4][CH:5]=[CH:6][CH:7]=1. (3) The product is: [C:26]([CH2:25][O:24][C:23]1[CH:29]=[C:30]([C:33]#[N:34])[CH:31]=[CH:32][C:22]=1[CH2:21][NH:20][C:5](=[O:7])[C:4]1[CH:8]=[C:9]([O:11][CH2:12][C:13]2[CH:18]=[CH:17][N:16]=[CH:15][CH:14]=2)[CH:10]=[C:2]([Cl:1])[CH:3]=1)(=[O:27])[NH2:28]. Given the reactants [Cl:1][C:2]1[CH:3]=[C:4]([CH:8]=[C:9]([O:11][CH2:12][C:13]2[CH:18]=[CH:17][N:16]=[CH:15][CH:14]=2)[CH:10]=1)[C:5]([OH:7])=O.Cl.[NH2:20][CH2:21][C:22]1[CH:32]=[CH:31][C:30]([C:33]#[N:34])=[CH:29][C:23]=1[O:24][CH2:25][C:26]([NH2:28])=[O:27], predict the reaction product.